From a dataset of Full USPTO retrosynthesis dataset with 1.9M reactions from patents (1976-2016). Predict the reactants needed to synthesize the given product. (1) Given the product [OH:18][C:11]1([C:14]([F:15])([F:17])[F:16])[CH2:10][C:9]([CH3:19])([CH3:20])[C:4]2[C:5](=[CH:6][CH:7]=[CH:8][C:3]=2[O:2][CH3:1])[CH:12]1[NH:21][C:22]1[CH:31]=[CH:30][CH:29]=[C:28]2[C:23]=1[CH:24]=[N:25][N:26]=[CH:27]2.[OH:18][C:11]1([C:14]([F:15])([F:16])[F:17])[CH2:10][C:9]([CH3:19])([CH3:20])[C:4]2[C:5](=[CH:6][CH:7]=[CH:8][C:3]=2[OH:2])[CH:12]1[NH:21][C:22]1[CH:31]=[CH:30][CH:29]=[C:28]2[C:23]=1[CH:24]=[N:25][NH:26][C:27]2=[O:32], predict the reactants needed to synthesize it. The reactants are: [CH3:1][O:2][C:3]1[CH:8]=[CH:7][CH:6]=[CH:5][C:4]=1[C:9]([CH3:20])([CH3:19])[CH2:10][C:11]([OH:18])([C:14]([F:17])([F:16])[F:15])[CH:12]=O.[NH2:21][C:22]1[CH:31]=[CH:30][CH:29]=[C:28]2[C:23]=1[CH:24]=[N:25][NH:26][C:27]2=[O:32].B(Br)(Br)Br. (2) Given the product [Cl:1][C:2]1[CH:7]=[C:6]([F:8])[CH:5]=[CH:4][C:3]=1[C@H:9]1[C:14]([C:15]([O:17][CH3:42])=[O:16])=[C:13]([CH2:18][N:41]2[CH:27]3[C:26](=[O:25])[NH:33][CH2:32][CH:31]2[CH2:30][O:29][CH2:28]3)[NH:12][C:11]([C:20]2[S:21][CH:22]=[CH:23][N:24]=2)=[N:10]1, predict the reactants needed to synthesize it. The reactants are: [Cl:1][C:2]1[CH:7]=[C:6]([F:8])[CH:5]=[CH:4][C:3]=1[C@H:9]1[C:14]([C:15]([O-:17])=[O:16])=[C:13]([CH2:18]Br)[NH:12][C:11]([C:20]2[S:21][CH:22]=[CH:23][N:24]=2)=[N:10]1.[O:25]=[C:26]1[N:33](C(OC(C)(C)C)=O)[CH2:32][CH:31]2[NH:41][CH:27]1[CH2:28][O:29][CH2:30]2.[CH3:42]CN(C(C)C)C(C)C. (3) Given the product [CH2:1]([O:8][CH2:9][C:10]1[NH:15][C:14](=[O:16])[C:13]2=[CH:17][N:18]=[C:19]([I:25])[N:12]2[N:11]=1)[C:2]1[CH:7]=[CH:6][CH:5]=[CH:4][CH:3]=1, predict the reactants needed to synthesize it. The reactants are: [CH2:1]([O:8][CH2:9][C:10]1[NH:15][C:14](=[O:16])[C:13]2=[CH:17][N:18]=[CH:19][N:12]2[N:11]=1)[C:2]1[CH:7]=[CH:6][CH:5]=[CH:4][CH:3]=1.[Li]CCCC.[I:25]I. (4) Given the product [NH2:1][C:2]1[N:7]=[C:6]([C:8]2[S:12][C:11]3[CH:13]=[CH:14][C:15]([NH:17][C:18]4[CH:19]=[C:20]([NH:24][C:39](=[O:40])[C:38]5[CH:37]=[CH:36][C:35]([O:34][CH2:33][CH2:32][N:29]6[CH2:28][CH2:27][O:26][CH2:31][CH2:30]6)=[CH:43][CH:42]=5)[CH:21]=[CH:22][CH:23]=4)=[CH:16][C:10]=3[C:9]=2[CH3:25])[CH:5]=[CH:4][N:3]=1, predict the reactants needed to synthesize it. The reactants are: [NH2:1][C:2]1[N:7]=[C:6]([C:8]2[S:12][C:11]3[CH:13]=[CH:14][C:15]([NH:17][C:18]4[CH:23]=[CH:22][CH:21]=[C:20]([NH2:24])[CH:19]=4)=[CH:16][C:10]=3[C:9]=2[CH3:25])[CH:5]=[CH:4][N:3]=1.[O:26]1[CH2:31][CH2:30][N:29]([CH2:32][CH2:33][O:34][C:35]2[CH:43]=[CH:42][C:38]([C:39](O)=[O:40])=[CH:37][CH:36]=2)[CH2:28][CH2:27]1.C(N(CC)CC)C.CN(C(ON1N=NC2C=CC=NC1=2)=[N+](C)C)C.F[P-](F)(F)(F)(F)F. (5) The reactants are: [O:1]1[C:5]2[CH:6]=[CH:7][C:8]([C:10]3([CH2:18][S:19][C@@H:20]([C:45](=[O:58])N4[C@@H](C5C=CC=CC=5)COC4=O)[C@@H:21]([C:30]4[CH:44]=[CH:43][C:33]([O:34][CH2:35][C:36]([O:38][C:39]([CH3:42])([CH3:41])[CH3:40])=[O:37])=[CH:32][CH:31]=4)[NH:22][C:23]4[CH:28]=[CH:27][C:26]([F:29])=[CH:25][CH:24]=4)[O:15][CH2:14][C:13]([CH3:17])([CH3:16])[CH2:12][O:11]3)=[CH:9][C:4]=2[O:3][CH2:2]1.C/C(/O[Si](C)(C)C)=N\[Si](C)(C)C.O.O.O.[F-].C([N+](CCCC)(CCCC)CCCC)CCC. Given the product [O:1]1[C:5]2[CH:6]=[CH:7][C:8]([C:10]3([CH2:18][S:19][C@H:20]4[C:45](=[O:58])[N:22]([C:23]5[CH:24]=[CH:25][C:26]([F:29])=[CH:27][CH:28]=5)[C@@H:21]4[C:30]4[CH:44]=[CH:43][C:33]([O:34][CH2:35][C:36]([O:38][C:39]([CH3:41])([CH3:42])[CH3:40])=[O:37])=[CH:32][CH:31]=4)[O:11][CH2:12][C:13]([CH3:17])([CH3:16])[CH2:14][O:15]3)=[CH:9][C:4]=2[O:3][CH2:2]1, predict the reactants needed to synthesize it.